This data is from Orexin1 receptor HTS with 218,158 compounds and 233 confirmed actives. The task is: Binary Classification. Given a drug SMILES string, predict its activity (active/inactive) in a high-throughput screening assay against a specified biological target. (1) The compound is S(=O)(=O)(c1c(n(c2nc3n(c(=O)c2c1)cccc3)CCOC)=N)c1ccc(F)cc1. The result is 0 (inactive). (2) The drug is S(=O)(=O)(NN1C(Nc2c(C1=O)cccc2)c1c(OC)cc(OC)cc1)c1ccccc1. The result is 0 (inactive). (3) The drug is Oc1c(C(=O)N\N=C\c2c(n(nc2C)Cc2ccccc2)C)cccc1. The result is 0 (inactive). (4) The drug is O(CCCC)C(=O)c1ccc(Nc2ncc([N+]([O-])=O)cc2)cc1. The result is 0 (inactive). (5) The molecule is o1c(C(N(c2c(cccc2)C)C(=O)Cn2nnc3c2cccc3)C(=O)NCCOC)ccc1. The result is 0 (inactive). (6) The molecule is Clc1c(COC(=O)c2c(N3CCOCC3)ccc([N+]([O-])=O)c2)c(F)ccc1. The result is 0 (inactive). (7) The drug is S1(=O)(=O)N(CC=2C1CC(OC(=O)c1ccc(cc1)C(F)(F)F)C(C2)c1ccc(OC)cc1)C(OC(C)(C)C)=O. The result is 0 (inactive). (8) The compound is FC(F)(F)c1n(Cc2cc(F)c(F)cc2)c(=O)c(cc1)C(=O)N. The result is 0 (inactive). (9) The compound is S(=O)(=O)(C(CC(=O)NCc1ccc(cc1)C)C)c1c(cc2NC(=O)COc2c1)C. The result is 0 (inactive). (10) The drug is Clc1c(COCC(O)CN(Cc2cc(F)ccc2)C)cccc1. The result is 0 (inactive).